Dataset: Full USPTO retrosynthesis dataset with 1.9M reactions from patents (1976-2016). Task: Predict the reactants needed to synthesize the given product. (1) Given the product [CH2:12]([N:14]1[C:22]2[C:17](=[N:18][CH:19]=[CH:20][CH:21]=2)[N:16]([C:23]2[CH:24]=[CH:25][C:26]([O:29][C:2]3[N:10]([CH3:11])[C:5]4=[N:6][CH:7]=[CH:8][CH:9]=[C:4]4[N:3]=3)=[CH:27][CH:28]=2)[C:15]1=[O:30])[CH3:13], predict the reactants needed to synthesize it. The reactants are: Cl[C:2]1[N:10]([CH3:11])[C:5]2=[N:6][CH:7]=[CH:8][CH:9]=[C:4]2[N:3]=1.[CH2:12]([N:14]1[C:22]2[C:17](=[N:18][CH:19]=[CH:20][CH:21]=2)[N:16]([C:23]2[CH:28]=[CH:27][C:26]([OH:29])=[CH:25][CH:24]=2)[C:15]1=[O:30])[CH3:13].[H-].[Na+].[Cl-].[Cl-].[Ca+2].Cl. (2) Given the product [Br:12][C:8]1[C:9]([NH2:11])=[CH:10][C:5]2[O:4][CH2:3][CH2:2][O:1][C:6]=2[CH:7]=1, predict the reactants needed to synthesize it. The reactants are: [O:1]1[C:6]2[CH:7]=[CH:8][C:9]([NH2:11])=[CH:10][C:5]=2[O:4][CH2:3][CH2:2]1.[Br:12]Br. (3) Given the product [Si:70]([O:10][C:9]([C@:11]12[CH2:55][CH2:54][C@@H:53]([C:56]([CH3:58])=[CH2:57])[C@@H:12]1[C@@H:13]1[C@@:26]([CH3:29])([CH2:27][CH2:28]2)[C@@:25]2([CH3:30])[C@@H:16]([C@:17]3([CH3:52])[C@@H:22]([CH2:23][CH2:24]2)[C:21]([CH3:31])([CH3:32])[C:20]([C:33]2[CH2:51][C:35]4([CH2:36][C:37]([C:39]([O:41][CH:42]([CH3:43])[CH3:44])=[O:40])([C:45]([O:47][CH:48]([CH3:50])[CH3:49])=[O:46])[CH2:38]4)[CH:34]=2)=[CH:19][CH2:18]3)[CH2:15][CH2:14]1)=[O:8])([C:66]([CH3:69])([CH3:68])[CH3:67])([CH3:72])[CH3:71], predict the reactants needed to synthesize it. The reactants are: C([O:8][C:9]([C@:11]12[CH2:55][CH2:54][C@@H:53]([C:56]([CH3:58])=[CH2:57])[C@@H:12]1[C@@H:13]1[C@@:26]([CH3:29])([CH2:27][CH2:28]2)[C@@:25]2([CH3:30])[C@@H:16]([C@:17]3([CH3:52])[C@@H:22]([CH2:23][CH2:24]2)[C:21]([CH3:32])([CH3:31])[C:20]([C:33]2[CH2:51][C:35]4([CH2:38][C:37]([C:45]([O:47][CH:48]([CH3:50])[CH3:49])=[O:46])([C:39]([O:41][CH:42]([CH3:44])[CH3:43])=[O:40])[CH2:36]4)[CH:34]=2)=[CH:19][CH2:18]3)[CH2:15][CH2:14]1)=[O:10])C1C=CC=CC=1.C(N(CC)CC)C.[C:66]([SiH:70]([CH3:72])[CH3:71])([CH3:69])([CH3:68])[CH3:67]. (4) Given the product [CH2:51]([O:58][NH:59][C:39](=[O:26])[CH2:38][CH2:37][CH2:36][CH:17]([NH:16][S:13]([C:8]1[C:9]2[C:4](=[C:3]([N:2]([CH3:1])[CH3:25])[CH:12]=[CH:11][CH:10]=2)[CH:5]=[CH:6][CH:7]=1)(=[O:14])=[O:15])[CH3:18])[C:52]1[CH:57]=[CH:56][CH:55]=[CH:54][CH:53]=1, predict the reactants needed to synthesize it. The reactants are: [CH3:1][N:2]([CH3:25])[C:3]1[CH:12]=[CH:11][CH:10]=[C:9]2[C:4]=1[CH:5]=[CH:6][CH:7]=[C:8]2[S:13]([NH:16][CH2:17][CH2:18]CCCC(O)=O)(=[O:15])=[O:14].[OH:26]N1C2C=CC=CC=2N=N1.[CH:36]1(N=C=N[CH:37]2[CH2:36]CC[CH2:39][CH2:38]2)CC[CH2:39][CH2:38][CH2:37]1.[CH2:51]([O:58][NH2:59])[C:52]1[CH:57]=[CH:56][CH:55]=[CH:54][CH:53]=1. (5) Given the product [CH:27]([C:24]1[S:25][CH:26]=[C:22]([C:20]([N:16]2[CH2:15][C:14]3([CH2:13][CH2:12][N:11]([CH2:10][C:9]4[CH:8]=[C:7]([CH:34]=[CH:33][CH:32]=4)[O:6][CH2:5][CH:4]=[O:3])[CH2:31][CH2:30]3)[O:19][CH2:18][CH2:17]2)=[O:21])[N:23]=1)([CH3:29])[CH3:28], predict the reactants needed to synthesize it. The reactants are: C([O:3][CH:4](OCC)[CH2:5][O:6][C:7]1[CH:8]=[C:9]([CH:32]=[CH:33][CH:34]=1)[CH2:10][N:11]1[CH2:31][CH2:30][C:14]2([O:19][CH2:18][CH2:17][N:16]([C:20]([C:22]3[N:23]=[C:24]([CH:27]([CH3:29])[CH3:28])[S:25][CH:26]=3)=[O:21])[CH2:15]2)[CH2:13][CH2:12]1)C.O. (6) Given the product [NH2:1][C:2]1[C:3]([C:7]2[N:8]([CH2:22][CH3:23])[C:9]3[C:14]([Br:15])=[CH:13][N:12]=[C:11]([CH2:16][OH:17])[C:10]=3[N:21]=2)=[N:4][O:5][N:6]=1, predict the reactants needed to synthesize it. The reactants are: [NH2:1][C:2]1[C:3]([C:7]2[N:8]([CH2:22][CH3:23])[C:9]3[C:14]([Br:15])=[CH:13][N:12]=[C:11]([CH2:16][O:17]C(=O)C)[C:10]=3[N:21]=2)=[N:4][O:5][N:6]=1.[OH-].[Na+].